Dataset: Catalyst prediction with 721,799 reactions and 888 catalyst types from USPTO. Task: Predict which catalyst facilitates the given reaction. (1) Reactant: O[CH2:2][C:3]1[N:8]=[C:7]([C:9]([O:11][CH2:12][CH:13]=[CH2:14])=[O:10])[CH:6]=[CH:5][CH:4]=1.C(Br)(Br)(Br)[Br:16].C1(P(C2C=CC=CC=2)C2C=CC=CC=2)C=CC=CC=1. Product: [Br:16][CH2:2][C:3]1[N:8]=[C:7]([C:9]([O:11][CH2:12][CH:13]=[CH2:14])=[O:10])[CH:6]=[CH:5][CH:4]=1. The catalyst class is: 2. (2) Reactant: [CH2:1]([NH:8][CH2:9][CH2:10][NH:11][CH2:12][C:13]1[CH:18]=[CH:17][CH:16]=[CH:15][CH:14]=1)[C:2]1[CH:7]=[CH:6][CH:5]=[CH:4][CH:3]=1.C(N(C(C)C)CC)(C)C.Br[CH:29]([CH2:37][CH2:38]Br)[C:30]([O:32][C:33]([CH3:36])([CH3:35])[CH3:34])=[O:31]. Product: [CH2:1]([N:8]1[CH2:38][CH2:37][CH:29]([C:30]([O:32][C:33]([CH3:36])([CH3:35])[CH3:34])=[O:31])[N:11]([CH2:12][C:13]2[CH:18]=[CH:17][CH:16]=[CH:15][CH:14]=2)[CH2:10][CH2:9]1)[C:2]1[CH:3]=[CH:4][CH:5]=[CH:6][CH:7]=1. The catalyst class is: 2.